Dataset: Forward reaction prediction with 1.9M reactions from USPTO patents (1976-2016). Task: Predict the product of the given reaction. (1) Given the reactants Br[C:2]1[CH:11]=[C:10]2[C:5]([C:6](=[O:34])[N:7]([C:26]3[CH:31]=[CH:30][C:29]([O:32][CH3:33])=[CH:28][CH:27]=3)[C:8]3([CH2:16][CH2:15][N:14]([CH2:17][C:18]4[CH:23]=[CH:22][C:21]([F:24])=[C:20]([F:25])[CH:19]=4)[CH2:13][CH2:12]3)[NH:9]2)=[CH:4][CH:3]=1.[NH:35]1[CH2:40][CH2:39][CH2:38][CH2:37][CH2:36]1.C1(P(C2CCCCC2)C2C=CC=CC=2C2C(C(C)C)=CC(C(C)C)=CC=2C(C)C)CCCCC1.C(=O)([O-])[O-].[Cs+].[Cs+], predict the reaction product. The product is: [F:25][C:20]1[CH:19]=[C:18]([CH:23]=[CH:22][C:21]=1[F:24])[CH2:17][N:14]1[CH2:13][CH2:12][C:8]2([N:7]([C:26]3[CH:31]=[CH:30][C:29]([O:32][CH3:33])=[CH:28][CH:27]=3)[C:6](=[O:34])[C:5]3[C:10](=[CH:11][C:2]([N:35]4[CH2:40][CH2:39][CH2:38][CH2:37][CH2:36]4)=[CH:3][CH:4]=3)[NH:9]2)[CH2:16][CH2:15]1. (2) Given the reactants [CH:1]1[C:13]2[NH:12][C:11]3[C:6](=[CH:7][CH:8]=[CH:9][CH:10]=3)[C:5]=2[CH:4]=[CH:3][CH:2]=1.[Br:14][C:15]1[CH:20]=[CH:19][C:18]([C:21]2[CH:26]=[CH:25][C:24](Br)=[CH:23][CH:22]=2)=[CH:17][CH:16]=1.C1OCCOCCOCCOCCOCCOC1.C(=O)([O-])[O-].[K+].[K+], predict the reaction product. The product is: [Br:14][C:15]1[CH:16]=[CH:17][C:18]([C:21]2[CH:26]=[CH:25][C:24]([N:12]3[C:11]4[CH:10]=[CH:9][CH:8]=[CH:7][C:6]=4[C:5]4[C:13]3=[CH:1][CH:2]=[CH:3][CH:4]=4)=[CH:23][CH:22]=2)=[CH:19][CH:20]=1. (3) Given the reactants [Br:1][C:2]1[CH:10]=[C:9]([C:11]([OH:13])=O)[CH:8]=[CH:7][C:3]=1[C:4]([OH:6])=[O:5].[C:14]([O-])([O-])=O.[K+].[K+].CI.CN([CH:25]=[O:26])C, predict the reaction product. The product is: [Br:1][C:2]1[CH:10]=[C:9]([C:11]([O:26][CH3:25])=[O:13])[CH:8]=[CH:7][C:3]=1[C:4]([O:6][CH3:14])=[O:5]. (4) The product is: [F:1][C:2]1[CH:3]=[CH:4][C:5]([C:8]2[CH:16]=[CH:15][C:11]([CH2:12][OH:13])=[CH:10][CH:9]=2)=[CH:6][CH:7]=1. Given the reactants [F:1][C:2]1[CH:7]=[CH:6][C:5]([C:8]2[CH:16]=[CH:15][C:11]([C:12](O)=[O:13])=[CH:10][CH:9]=2)=[CH:4][CH:3]=1.[H-].[Al+3].[Li+].[H-].[H-].[H-].O, predict the reaction product. (5) Given the reactants [CH2:1]([NH:4][C@@H:5]([C:12]1[CH:17]=[CH:16][CH:15]=[CH:14][CH:13]=1)[CH2:6][N:7]1[CH2:11][CH2:10][CH2:9][CH2:8]1)[CH:2]=[CH2:3].[N:18]1([S:23]([C:26]2[CH:27]=[C:28]([CH:32]([CH2:36][CH:37]=[CH2:38])[C:33](O)=[O:34])[CH:29]=[CH:30][CH:31]=2)(=[O:25])=[O:24])[CH2:22][CH2:21][CH2:20][CH2:19]1.[I-].ClC1C=CC=C[N+]=1C.C(N(CC)CC)C, predict the reaction product. The product is: [CH2:1]([N:4]([C@@H:5]([C:12]1[CH:17]=[CH:16][CH:15]=[CH:14][CH:13]=1)[CH2:6][N:7]1[CH2:11][CH2:10][CH2:9][CH2:8]1)[C:33](=[O:34])[CH:32]([C:28]1[CH:29]=[CH:30][CH:31]=[C:26]([S:23]([N:18]2[CH2:22][CH2:21][CH2:20][CH2:19]2)(=[O:25])=[O:24])[CH:27]=1)[CH2:36][CH:37]=[CH2:38])[CH:2]=[CH2:3].